Dataset: Full USPTO retrosynthesis dataset with 1.9M reactions from patents (1976-2016). Task: Predict the reactants needed to synthesize the given product. (1) Given the product [CH3:45][O:46][C:47](=[O:66])[C@H:48]([C:6](=[O:29])[C:7]1[CH:8]=[CH:9][C:10]([CH2:13][N:14]([C:22]([O:24][C:25]([CH3:26])([CH3:27])[CH3:28])=[O:23])[CH2:15][C:16]2[CH:21]=[CH:20][CH:19]=[CH:18][N:17]=2)=[CH:11][CH:12]=1)[CH2:9][CH2:10][CH2:13][N:14]([CH2:15][C:16]1[CH:21]=[CH:20][CH:19]=[CH:18][N:17]=1)[C:59]([O:61][C:62]([CH3:63])([CH3:64])[CH3:65])=[O:60], predict the reactants needed to synthesize it. The reactants are: COC(=O)[C@H](CCCNC(OC(C)(C)C)=O)N[C:6](=[O:29])[C:7]1[CH:12]=[CH:11][C:10]([CH2:13][N:14]([C:22]([O:24][C:25]([CH3:28])([CH3:27])[CH3:26])=[O:23])[CH2:15][C:16]2[CH:21]=[CH:20][CH:19]=[CH:18][N:17]=2)=[CH:9][CH:8]=1.Cl.O1[CH2:48][CH2:47][O:46][CH2:45]C1.[BH4-].[Na+].[C:62]([O:61][C:59](O[C:59]([O:61][C:62]([CH3:65])([CH3:64])[CH3:63])=[O:60])=[O:60])([CH3:65])([CH3:64])[CH3:63].[OH2:66]. (2) Given the product [CH3:3][C:2]1[CH:22]=[N:32][N:31]([C:25]2[CH:30]=[CH:29][CH:28]=[CH:27][CH:26]=2)[C:1]=1[C:5]1[C:10](=[O:11])[CH:9]=[CH:8][N:7]([C:12]2[CH:17]=[CH:16][CH:15]=[C:14]([C:18]([F:21])([F:20])[F:19])[CH:13]=2)[N:6]=1, predict the reactants needed to synthesize it. The reactants are: [C:1]([C:5]1[C:10](=[O:11])[CH:9]=[CH:8][N:7]([C:12]2[CH:17]=[CH:16][CH:15]=[C:14]([C:18]([F:21])([F:20])[F:19])[CH:13]=2)[N:6]=1)(=O)[CH2:2][CH3:3].[CH3:22][O-].[Na+].[C:25]1([NH:31][NH2:32])[CH:30]=[CH:29][CH:28]=[CH:27][CH:26]=1.CO. (3) Given the product [CH2:46]([O:48][C:49]([C:51]1[CH:55]=[N:54][NH:53][C:52]=1[N:56]1[C:8](=[O:43])[NH:9][C:10]([CH:11]([C:28]2[C:29]([F:40])=[C:30]3[C:35](=[C:36]([O:38][CH3:39])[CH:37]=2)[O:34][CH2:33][CH2:32][CH2:31]3)[NH:12][C:13]2[CH:18]=[CH:17][C:16]([C:19]3[N:23]=[C:22]([C:24]([F:27])([F:25])[F:26])[O:21][N:20]=3)=[CH:15][CH:14]=2)=[N:57]1)=[O:50])[CH3:47], predict the reactants needed to synthesize it. The reactants are: CN(C=O)C.CO[C:8](=[O:43])[N:9]=[C:10](SC)[C:11]([C:28]1[C:29]([F:40])=[C:30]2[C:35](=[C:36]([O:38][CH3:39])[CH:37]=1)[O:34][CH2:33][CH2:32][CH2:31]2)=[N:12][C:13]1[CH:18]=[CH:17][C:16]([C:19]2[N:23]=[C:22]([C:24]([F:27])([F:26])[F:25])[O:21][N:20]=2)=[CH:15][CH:14]=1.Cl.Cl.[CH2:46]([O:48][C:49]([C:51]1[C:52]([NH:56][NH2:57])=[N:53][NH:54][CH:55]=1)=[O:50])[CH3:47]. (4) Given the product [NH2:17][C:16]1[C:3]([O:2][CH3:1])=[CH:4][C:5]2[N:10]([CH3:11])[C:9](=[O:12])[C:8]([CH3:14])([CH3:13])[O:7][C:6]=2[CH:15]=1, predict the reactants needed to synthesize it. The reactants are: [CH3:1][O:2][C:3]1[C:16]([N+:17]([O-])=O)=[CH:15][C:6]2[O:7][C:8]([CH3:14])([CH3:13])[C:9](=[O:12])[N:10]([CH3:11])[C:5]=2[CH:4]=1.[Sn](Cl)Cl. (5) Given the product [CH:1]1([CH2:4][CH2:5][O:6][C:27]2[CH:36]=[CH:35][C:30]([C:31]([O:33][CH3:34])=[O:32])=[CH:29][CH:28]=2)[CH2:3][CH2:2]1, predict the reactants needed to synthesize it. The reactants are: [CH:1]1([CH2:4][CH2:5][OH:6])[CH2:3][CH2:2]1.C1(P(C2C=CC=CC=2)C2C=CC=CC=2)C=CC=CC=1.O[C:27]1[CH:36]=[CH:35][C:30]([C:31]([O:33][CH3:34])=[O:32])=[CH:29][CH:28]=1.C1(C)C=CC=CC=1.N(C(OCC)=O)=NC(OCC)=O.